Regression. Given two drug SMILES strings and cell line genomic features, predict the synergy score measuring deviation from expected non-interaction effect. From a dataset of NCI-60 drug combinations with 297,098 pairs across 59 cell lines. (1) Drug 1: CC1C(C(CC(O1)OC2CC(CC3=C2C(=C4C(=C3O)C(=O)C5=C(C4=O)C(=CC=C5)OC)O)(C(=O)CO)O)N)O.Cl. Drug 2: C1=NC2=C(N1)C(=S)N=CN2. Cell line: SW-620. Synergy scores: CSS=45.9, Synergy_ZIP=-7.18, Synergy_Bliss=-1.92, Synergy_Loewe=0.998, Synergy_HSA=1.16. (2) Drug 1: CC12CCC(CC1=CCC3C2CCC4(C3CC=C4C5=CN=CC=C5)C)O. Drug 2: CN(C(=O)NC(C=O)C(C(C(CO)O)O)O)N=O. Cell line: SR. Synergy scores: CSS=31.4, Synergy_ZIP=-0.548, Synergy_Bliss=0.831, Synergy_Loewe=1.34, Synergy_HSA=1.79. (3) Drug 1: CC1OCC2C(O1)C(C(C(O2)OC3C4COC(=O)C4C(C5=CC6=C(C=C35)OCO6)C7=CC(=C(C(=C7)OC)O)OC)O)O. Drug 2: C1CC(C1)(C(=O)O)C(=O)O.[NH2-].[NH2-].[Pt+2]. Cell line: IGROV1. Synergy scores: CSS=53.2, Synergy_ZIP=-5.31, Synergy_Bliss=2.08, Synergy_Loewe=7.70, Synergy_HSA=9.30. (4) Drug 1: CC1C(C(CC(O1)OC2CC(CC3=C2C(=C4C(=C3O)C(=O)C5=C(C4=O)C(=CC=C5)OC)O)(C(=O)C)O)N)O.Cl. Drug 2: CC1=CC2C(CCC3(C2CCC3(C(=O)C)OC(=O)C)C)C4(C1=CC(=O)CC4)C. Cell line: SF-539. Synergy scores: CSS=28.1, Synergy_ZIP=3.61, Synergy_Bliss=6.55, Synergy_Loewe=-28.9, Synergy_HSA=6.32. (5) Cell line: HCC-2998. Drug 2: CC(C)CN1C=NC2=C1C3=CC=CC=C3N=C2N. Drug 1: CCN(CC)CCNC(=O)C1=C(NC(=C1C)C=C2C3=C(C=CC(=C3)F)NC2=O)C. Synergy scores: CSS=5.79, Synergy_ZIP=-2.50, Synergy_Bliss=-7.37, Synergy_Loewe=-5.43, Synergy_HSA=-7.90. (6) Cell line: SK-MEL-2. Synergy scores: CSS=-5.55, Synergy_ZIP=-4.35, Synergy_Bliss=-12.8, Synergy_Loewe=-11.7, Synergy_HSA=-10.9. Drug 2: CC12CCC3C(C1CCC2OP(=O)(O)O)CCC4=C3C=CC(=C4)OC(=O)N(CCCl)CCCl.[Na+]. Drug 1: C1CC(=O)NC(=O)C1N2CC3=C(C2=O)C=CC=C3N.